This data is from Forward reaction prediction with 1.9M reactions from USPTO patents (1976-2016). The task is: Predict the product of the given reaction. (1) The product is: [CH:1]1([N:4]([CH:18]2[CH2:23][CH2:22][N:21]([C:34](=[O:35])[CH2:33][CH2:32][CH:31]([C:37]3[CH:42]=[CH:41][C:40]([F:43])=[CH:39][CH:38]=3)[C:28]3[CH:29]=[CH:30][C:25]([F:24])=[CH:26][CH:27]=3)[CH2:20][CH2:19]2)[S:5]([C:8]2[CH:13]=[CH:12][CH:11]=[C:10]([C:14]([F:17])([F:15])[F:16])[CH:9]=2)(=[O:6])=[O:7])[CH2:3][CH2:2]1. Given the reactants [CH:1]1([N:4]([CH:18]2[CH2:23][CH2:22][NH:21][CH2:20][CH2:19]2)[S:5]([C:8]2[CH:13]=[CH:12][CH:11]=[C:10]([C:14]([F:17])([F:16])[F:15])[CH:9]=2)(=[O:7])=[O:6])[CH2:3][CH2:2]1.[F:24][C:25]1[CH:30]=[CH:29][C:28]([CH:31]([C:37]2[CH:42]=[CH:41][C:40]([F:43])=[CH:39][CH:38]=2)[CH2:32][CH2:33][C:34](O)=[O:35])=[CH:27][CH:26]=1, predict the reaction product. (2) Given the reactants [Br:1][C:2]1[N:7]=[CH:6][C:5]([CH:8]([OH:10])[CH3:9])=[CH:4][CH:3]=1.[O:11]1[CH:16]=[CH:15][CH2:14][CH2:13][CH2:12]1, predict the reaction product. The product is: [Br:1][C:2]1[CH:3]=[CH:4][C:5]([CH:8]([O:10][CH:12]2[CH2:13][CH2:14][CH2:15][CH2:16][O:11]2)[CH3:9])=[CH:6][N:7]=1. (3) Given the reactants [Cl:1][C:2]1[C:7]([CH2:8]O)=[CH:6][C:5]([F:10])=[CH:4][N:3]=1.S(Cl)(Cl)=O.[N-:15]=[N+:16]=[N-:17].[Na+], predict the reaction product. The product is: [N:15]([CH2:8][C:7]1[C:2]([Cl:1])=[N:3][CH:4]=[C:5]([F:10])[CH:6]=1)=[N+:16]=[N-:17].